Predict the reactants needed to synthesize the given product. From a dataset of Full USPTO retrosynthesis dataset with 1.9M reactions from patents (1976-2016). (1) Given the product [O:1]1[CH2:6][CH2:5][N:4]([C:7]2[CH:8]=[C:9]([F:29])[C:10]3[N:11]([C:22]([O:24][C:25]([CH3:28])([CH3:27])[CH3:26])=[O:23])[C:12]4[C:17]([S:18][C:19]=3[CH:20]=2)=[CH:16][C:15]([N:82]2[CH2:86][CH2:85][CH2:84][CH2:83]2)=[CH:14][CH:13]=4)[CH2:3][CH2:2]1, predict the reactants needed to synthesize it. The reactants are: [O:1]1[CH2:6][CH2:5][N:4]([C:7]2[CH:8]=[C:9]([F:29])[C:10]3[N:11]([C:22]([O:24][C:25]([CH3:28])([CH3:27])[CH3:26])=[O:23])[C:12]4[C:17]([S:18][C:19]=3[CH:20]=2)=[CH:16][C:15](Br)=[CH:14][CH:13]=4)[CH2:3][CH2:2]1.C1C=CC(P(C2C(C3C(P(C4C=CC=CC=4)C4C=CC=CC=4)=CC=C4C=3C=CC=C4)=C3C(C=CC=C3)=CC=2)C2C=CC=CC=2)=CC=1.C([O-])([O-])=O.[Cs+].[Cs+].[NH:82]1[CH2:86][CH2:85][CH2:84][CH2:83]1. (2) Given the product [CH3:1][C:2]1[N:6]=[C:5]([C:7]2[C:8]3[CH2:19][CH2:18][C:14]4([CH2:15][O:16][CH2:17]4)[CH2:13][C:9]=3[S:10][C:11]=2[NH:12][C:28]([C:20]2[CH2:24][CH2:23][CH2:22][C:21]=2[C:25]([OH:27])=[O:26])=[O:29])[O:4][N:3]=1, predict the reactants needed to synthesize it. The reactants are: [CH3:1][C:2]1[N:6]=[C:5]([C:7]2[C:8]3[CH2:19][CH2:18][C:14]4([CH2:17][O:16][CH2:15]4)[CH2:13][C:9]=3[S:10][C:11]=2[NH2:12])[O:4][N:3]=1.[C:20]12[C:28](=[O:29])[O:27][C:25](=[O:26])[C:21]=1[CH2:22][CH2:23][CH2:24]2.